Dataset: Reaction yield outcomes from USPTO patents with 853,638 reactions. Task: Predict the reaction yield, written as a fraction of the theoretical maximum amount of product (1.0 means a 100% yield; for example, 0.34 means a 34% yield). (1) The reactants are [NH2:1][C:2]([NH2:4])=[S:3].Br[CH2:6][C:7](=O)[C:8]([F:11])([F:10])[F:9].C(C1N=C(NC(NC2C=CC(OC)=CC=2C)=O)SC=1)C.COC1C=CC(N=C=O)=C(C)C=1. The catalyst is CN(C1C=CN=CC=1)C.C1COCC1. The product is [F:9][C:8]([F:11])([F:10])[C:7]1[N:1]=[C:2]([NH2:4])[S:3][CH:6]=1. The yield is 0.360. (2) The reactants are [Cl:1][C:2]1[C:7]([F:8])=[CH:6][CH:5]=[C:4]([Cl:9])[C:3]=1[CH:10]([O:12][C:13]1[C:14]([NH2:19])=[N:15][CH:16]=[CH:17][CH:18]=1)[CH3:11].[I:20]N1C(=O)CCC1=O. The catalyst is C(#N)C.C(O)(=O)C. The product is [I:20][C:17]1[CH:18]=[C:13]([O:12][CH:10]([C:3]2[C:4]([Cl:9])=[CH:5][CH:6]=[C:7]([F:8])[C:2]=2[Cl:1])[CH3:11])[C:14]([NH2:19])=[N:15][CH:16]=1. The yield is 0.500. (3) The reactants are [F:1][C:2]1[C:3]([CH3:10])=[C:4]([NH:8]N)[CH:5]=[CH:6][CH:7]=1.[C:11]([O:16][CH2:17][CH3:18])(=[O:15])[C:12]([CH3:14])=O.C1(C)C=CC(S(O)(=O)=O)=CC=1.C(=O)([O-])O.[Na+]. The catalyst is C(O)C.C1(C)C=CC=CC=1. The product is [CH2:17]([O:16][C:11]([C:12]1[NH:8][C:4]2[C:5]([CH:14]=1)=[CH:6][CH:7]=[C:2]([F:1])[C:3]=2[CH3:10])=[O:15])[CH3:18]. The yield is 0.240. (4) The reactants are Cl[C:2]1[N:7]2[N:8]=[C:9]([C:14]3[CH:19]=[CH:18][N:17]=[CH:16][CH:15]=3)[C:10]([C:11](=[O:13])[CH3:12])=[C:6]2[CH:5]=[CH:4][CH:3]=1.C(=O)([O-])[O-].[Cs+].[Cs+].[CH:26]1([NH2:31])[CH2:30][CH2:29][CH2:28][CH2:27]1.C(OCC)(=O)C. The catalyst is C1(C)C=CC=CC=1.C([O-])(=O)C.[Pd+2].C([O-])(=O)C.C1(P(C2C=CC=CC=2)C2C=CC3C(=CC=CC=3)C=2C2C3C(=CC=CC=3)C=CC=2P(C2C=CC=CC=2)C2C=CC=CC=2)C=CC=CC=1.O. The product is [CH:26]1([NH:31][C:2]2[N:7]3[N:8]=[C:9]([C:14]4[CH:19]=[CH:18][N:17]=[CH:16][CH:15]=4)[C:10]([C:11](=[O:13])[CH3:12])=[C:6]3[CH:5]=[CH:4][CH:3]=2)[CH2:30][CH2:29][CH2:28][CH2:27]1. The yield is 0.800.